Dataset: Forward reaction prediction with 1.9M reactions from USPTO patents (1976-2016). Task: Predict the product of the given reaction. (1) Given the reactants [CH3:1][O:2][C:3](=[O:16])[CH2:4][N:5]1[C:10]2[CH:11]=[CH:12][CH:13]=[CH:14][C:9]=2[S:8][CH2:7][C:6]1=O.COC1C=CC(P2(SP(C3C=CC(OC)=CC=3)(=S)S2)=[S:26])=CC=1.O.C(=O)([O-])O.[Na+], predict the reaction product. The product is: [CH3:1][O:2][C:3](=[O:16])[CH2:4][N:5]1[C:10]2[CH:11]=[CH:12][CH:13]=[CH:14][C:9]=2[S:8][CH2:7][C:6]1=[S:26]. (2) Given the reactants [NH2:1][C:2]1[N:11]=[C:10]([NH2:12])[C:9]2[C:4](=[CH:5][CH:6]=[C:7]([CH2:13][CH2:14][C:15]3[CH:23]=[CH:22][C:18]([C:19](O)=[O:20])=[CH:17][CH:16]=3)[CH:8]=2)[N:3]=1.Cl.[CH3:25][O:26][C:27](=[O:37])[C@@H:28]([NH2:36])[CH2:29][C:30](=[CH2:35])[C:31]([O:33][CH3:34])=[O:32], predict the reaction product. The product is: [CH3:25][O:26][C:27](=[O:37])[C@@H:28]([NH:36][C:19](=[O:20])[C:18]1[CH:17]=[CH:16][C:15]([CH2:14][CH2:13][C:7]2[CH:8]=[C:9]3[C:4](=[CH:5][CH:6]=2)[N:3]=[C:2]([NH2:1])[N:11]=[C:10]3[NH2:12])=[CH:23][CH:22]=1)[CH2:29][C:30](=[CH2:35])[C:31]([O:33][CH3:34])=[O:32]. (3) Given the reactants [Br:1][C:2]1[CH:11]=[C:10]2[C:5]([CH:6]=[CH:7][N+:8]([O-])=[CH:9]2)=[CH:4][C:3]=1[O:13][CH3:14].C[Si](C)(C)[C:17]#[N:18], predict the reaction product. The product is: [Br:1][C:2]1[CH:11]=[C:10]2[C:5]([CH:6]=[CH:7][N:8]=[C:9]2[C:17]#[N:18])=[CH:4][C:3]=1[O:13][CH3:14]. (4) Given the reactants N1[C:6]2[CH2:7][CH2:8][N:9]([CH2:11][CH2:12][CH2:13][CH2:14][O:15][C:16]3[CH:25]=[C:24]4[C:19]([CH2:20][CH2:21][C:22](=[O:26])[NH:23]4)=[CH:18][CH:17]=3)[CH2:10][C:5]=2[CH:4]=NC=1.[S:27]1C2CCNCC=2C=[CH:28]1, predict the reaction product. The product is: [S:27]1[C:6]2[CH2:7][CH2:8][N:9]([CH2:11][CH2:12][CH2:13][CH2:14][O:15][C:16]3[CH:25]=[C:24]4[C:19]([CH2:20][CH2:21][C:22](=[O:26])[NH:23]4)=[CH:18][CH:17]=3)[CH2:10][C:5]=2[CH:4]=[CH:28]1. (5) Given the reactants [CH2:1]([N:4]1[CH2:10][CH2:9][CH2:8][CH2:7][C:6]([CH2:19][CH3:20])([C:11]2[CH:16]=[CH:15][CH:14]=[C:13]([O:17][CH3:18])[CH:12]=2)[C:5]1=[O:21])[CH:2]=[CH2:3].B.C1C[O:26]CC1.[OH-].[Na+].OO, predict the reaction product. The product is: [CH2:19]([C:6]1([C:11]2[CH:16]=[CH:15][CH:14]=[C:13]([O:17][CH3:18])[CH:12]=2)[CH2:7][CH2:8][CH2:9][CH2:10][N:4]([CH2:1][CH2:2][CH2:3][OH:26])[C:5]1=[O:21])[CH3:20]. (6) The product is: [OH:2][C@H:3]([C:11]1[C:12]([CH3:21])=[C:13]2[C:17](=[CH:18][CH:19]=1)[C:16](=[O:20])[O:15][CH2:14]2)[CH2:4][N:5]1[CH2:10][CH2:9][N:8]([C:23]2[CH:24]=[CH:25][C:26]([C:29]#[N:30])=[CH:27][N:28]=2)[CH2:7][CH2:6]1. Given the reactants Cl.[OH:2][C@H:3]([C:11]1[C:12]([CH3:21])=[C:13]2[C:17](=[CH:18][CH:19]=1)[C:16](=[O:20])[O:15][CH2:14]2)[CH2:4][N:5]1[CH2:10][CH2:9][NH:8][CH2:7][CH2:6]1.Cl[C:23]1[N:28]=[CH:27][C:26]([C:29]#[N:30])=[CH:25][CH:24]=1, predict the reaction product. (7) Given the reactants C(OC([NH:8][C@@H:9]([CH2:31][O:32][CH:33]([F:35])[F:34])[C:10]([NH:12][C@@H:13]([CH2:24][C:25]1[CH:30]=[CH:29][CH:28]=[CH:27][CH:26]=1)[C:14]([O:16][CH2:17][C:18]1[CH:23]=[CH:22][CH:21]=[CH:20][CH:19]=1)=[O:15])=[O:11])=O)(C)(C)C.[ClH:36], predict the reaction product. The product is: [ClH:36].[NH2:8][C@@H:9]([CH2:31][O:32][CH:33]([F:34])[F:35])[C:10]([NH:12][C@@H:13]([CH2:24][C:25]1[CH:26]=[CH:27][CH:28]=[CH:29][CH:30]=1)[C:14]([O:16][CH2:17][C:18]1[CH:23]=[CH:22][CH:21]=[CH:20][CH:19]=1)=[O:15])=[O:11].